From a dataset of Reaction yield outcomes from USPTO patents with 853,638 reactions. Predict the reaction yield, written as a fraction of the theoretical maximum amount of product (1.0 means a 100% yield; for example, 0.34 means a 34% yield). (1) The reactants are [C:8](O[C:8](=[O:13])[C:9]([CH3:12])([CH3:11])[CH3:10])(=[O:13])[C:9]([CH3:12])([CH3:11])[CH3:10].[NH2:14][C:15]1[C:16]([C:22]([NH:24][NH2:25])=[O:23])=[N:17][C:18]([Br:21])=[CH:19][N:20]=1. The catalyst is C(#N)C. The product is [NH2:14][C:15]1[C:16]([C:22]([NH:24][NH:25][C:8](=[O:13])[C:9]([CH3:10])([CH3:11])[CH3:12])=[O:23])=[N:17][C:18]([Br:21])=[CH:19][N:20]=1. The yield is 0.960. (2) The reactants are [CH:1]1([CH2:7][CH:8]([C:12]([NH:14][C:15]2[CH:20]=[CH:19][CH:18]=[CH:17][CH:16]=2)=[O:13])[C:9]([OH:11])=O)[CH2:6][CH2:5][CH2:4][CH2:3][CH2:2]1.CCN=C=NCCCN(C)C.C1C=[C:36]2[N:38]=N[N:40](O)[C:35]2=CC=1.O.S(=O)(=O)(O)O.NCC#N.CN1CCOCC1. The catalyst is Cl. The product is [C:36]([CH2:35][NH:40][C:9](=[O:11])[CH:8]([CH2:7][CH:1]1[CH2:2][CH2:3][CH2:4][CH2:5][CH2:6]1)[C:12]([NH:14][C:15]1[CH:20]=[CH:19][CH:18]=[CH:17][CH:16]=1)=[O:13])#[N:38]. The yield is 0.480.